This data is from Full USPTO retrosynthesis dataset with 1.9M reactions from patents (1976-2016). The task is: Predict the reactants needed to synthesize the given product. (1) Given the product [Cl:14][C:15]1[CH:20]=[CH:19][CH:18]=[CH:17][C:16]=1[NH:21][C:22]([N:11]1[CH2:12][CH2:13][CH:8]([CH2:1][C:2]2[CH:7]=[CH:6][CH:5]=[CH:4][CH:3]=2)[CH2:9][CH2:10]1)=[O:23], predict the reactants needed to synthesize it. The reactants are: [CH2:1]([CH:8]1[CH2:13][CH2:12][NH:11][CH2:10][CH2:9]1)[C:2]1[CH:7]=[CH:6][CH:5]=[CH:4][CH:3]=1.[Cl:14][C:15]1[CH:20]=[CH:19][CH:18]=[CH:17][C:16]=1[N:21]=[C:22]=[O:23]. (2) Given the product [O:1]1[CH2:6][CH2:5][N:4]([CH2:7][C:8]2[N:13]=[C:12]([C:14]3[CH:19]=[CH:18][CH:17]=[CH:16][CH:15]=3)[N:11]=[C:10]([C:20]([OH:22])=[O:21])[CH:9]=2)[CH2:3][CH2:2]1, predict the reactants needed to synthesize it. The reactants are: [O:1]1[CH2:6][CH2:5][N:4]([CH2:7][C:8]2[N:13]=[C:12]([C:14]3[CH:19]=[CH:18][CH:17]=[CH:16][CH:15]=3)[N:11]=[C:10]([C:20]([O:22]C)=[O:21])[CH:9]=2)[CH2:3][CH2:2]1.O[Li].O.C1COCC1.Cl.